This data is from Full USPTO retrosynthesis dataset with 1.9M reactions from patents (1976-2016). The task is: Predict the reactants needed to synthesize the given product. (1) Given the product [Cl:22][C:23]1[CH:24]=[C:25]([CH:29]=[CH:30][CH:31]=1)[C:26]([NH:21][C:9]1[CH:10]=[CH:11][C:12]([O:13][CH2:14][CH2:15][N:16]2[CH2:20][CH2:19][CH2:18][CH2:17]2)=[C:7]([C:6]2[N:2]([CH3:1])[N:3]=[CH:4][CH:5]=2)[CH:8]=1)=[O:27], predict the reactants needed to synthesize it. The reactants are: [CH3:1][N:2]1[C:6]([C:7]2[CH:8]=[C:9]([NH2:21])[CH:10]=[CH:11][C:12]=2[O:13][CH2:14][CH2:15][N:16]2[CH2:20][CH2:19][CH2:18][CH2:17]2)=[CH:5][CH:4]=[N:3]1.[Cl:22][C:23]1[CH:24]=[C:25]([CH:29]=[CH:30][CH:31]=1)[C:26](Cl)=[O:27].C(N(CC)CC)C. (2) Given the product [Cl:1][C:2]1[CH:7]=[CH:6][C:5]([C:8]2[S:9][CH:10]=[C:11]([C:13]3([CH2:20][NH:21][C:32](=[O:33])[CH2:31][CH2:30][CH2:29][C:26]4[N:25]=[C:24]([C:23]([F:35])([F:36])[F:22])[O:28][N:27]=4)[CH2:14][CH2:15][N:16]([CH3:19])[CH2:17][CH2:18]3)[N:12]=2)=[CH:4][CH:3]=1, predict the reactants needed to synthesize it. The reactants are: [Cl:1][C:2]1[CH:7]=[CH:6][C:5]([C:8]2[S:9][CH:10]=[C:11]([C:13]3([CH2:20][NH2:21])[CH2:18][CH2:17][N:16]([CH3:19])[CH2:15][CH2:14]3)[N:12]=2)=[CH:4][CH:3]=1.[F:22][C:23]([F:36])([F:35])[C:24]1[O:28][N:27]=[C:26]([CH2:29][CH2:30][CH2:31][C:32](O)=[O:33])[N:25]=1. (3) The reactants are: [CH3:1][C:2]1[C:3]([O:12][C:13]2[C:18]([CH3:19])=[CH:17][C:16]([CH3:20])=[CH:15][C:14]=2[CH3:21])=[N:4][C:5]([CH3:11])=[CH:6][C:7]=1[NH:8][CH2:9][CH3:10].C[Si]([N-][Si](C)(C)C)(C)C.[Li+].[CH3:32][CH2:33]CCCC.I[CH2:39]CC. Given the product [CH3:1][C:2]1[C:3]([O:12][C:13]2[C:18]([CH3:19])=[CH:17][C:16]([CH3:20])=[CH:15][C:14]=2[CH3:21])=[N:4][C:5]([CH3:11])=[CH:6][C:7]=1[N:8]([CH2:32][CH3:33])[CH2:9][CH2:10][CH3:39], predict the reactants needed to synthesize it. (4) Given the product [O:56]1[C:57]2[CH:63]=[CH:62][C:61]([O:64][CH2:36][CH2:37][N:28]3[CH:29]=[CH:30][N:31]=[C:26]([N:23]4[CH2:22][CH2:21][NH:20][CH2:25][CH2:24]4)[C:27]3=[O:32])=[CH:60][C:58]=2[O:59][CH2:55]1, predict the reactants needed to synthesize it. The reactants are: CN(C(/N=N/C(N(C)C)=O)=O)C.C(OC([N:20]1[CH2:25][CH2:24][N:23]([C:26]2[C:27]([O:32]CCO)=[N:28][CH:29]=[CH:30][N:31]=2)[CH2:22][CH2:21]1)=O)(C)(C)C.[C:36]1(P(C2C=CC=CC=2)C2C=CC=CC=2)C=CC=C[CH:37]=1.[CH2:55]1[O:59][C:58]2[CH:60]=[C:61]([OH:64])[CH:62]=[CH:63][C:57]=2[O:56]1. (5) Given the product [NH2:24][C:25]1[CH:34]=[CH:33][C:28]2[N:29]=[C:30]([S:32][CH2:3][C:4]([NH:6][CH2:7][CH2:8][CH2:9][N:10]([CH:12]([CH3:23])[CH2:13][CH2:14][C:15]3[CH:20]=[CH:19][C:18]([Cl:21])=[C:17]([Cl:22])[CH:16]=3)[CH3:11])=[O:5])[S:31][C:27]=2[CH:26]=1, predict the reactants needed to synthesize it. The reactants are: Br.Br[CH2:3][C:4]([NH:6][CH2:7][CH2:8][CH2:9][N:10]([CH:12]([CH3:23])[CH2:13][CH2:14][C:15]1[CH:20]=[CH:19][C:18]([Cl:21])=[C:17]([Cl:22])[CH:16]=1)[CH3:11])=[O:5].[NH2:24][C:25]1[CH:34]=[CH:33][C:28]2[N:29]=[C:30]([SH:32])[S:31][C:27]=2[CH:26]=1. (6) Given the product [N:1]12[CH2:6][CH2:5][CH:4]([CH2:7][CH2:8]1)[C@@H:3]([O:9][C:10](=[O:49])[NH:11][C:12]1[CH:17]=[C:16]([CH2:18][CH2:19][CH2:20][O:21][C:22]([NH:24][C:25]3[CH:30]=[C:29]([O:31][CH3:32])[C:28]([CH2:33][OH:34])=[CH:27][C:26]=3[Cl:42])=[O:23])[CH:15]=[CH:14][C:13]=1[C:43]1[CH:44]=[CH:45][CH:46]=[CH:47][CH:48]=1)[CH2:2]2, predict the reactants needed to synthesize it. The reactants are: [N:1]12[CH2:8][CH2:7][CH:4]([CH2:5][CH2:6]1)[C@@H:3]([O:9][C:10](=[O:49])[NH:11][C:12]1[CH:17]=[C:16]([CH2:18][CH2:19][CH2:20][O:21][C:22]([NH:24][C:25]3[CH:30]=[C:29]([O:31][CH3:32])[C:28]([CH2:33][O:34][Si](C(C)(C)C)(C)C)=[CH:27][C:26]=3[Cl:42])=[O:23])[CH:15]=[CH:14][C:13]=1[C:43]1[CH:48]=[CH:47][CH:46]=[CH:45][CH:44]=1)[CH2:2]2.F.F.F.C(N(CC)CC)C.C(#N)C. (7) Given the product [Br:1][C:2]1[CH:7]=[CH:6][C:5]([S:8]([NH2:14])(=[O:10])=[O:9])=[CH:4][CH:3]=1, predict the reactants needed to synthesize it. The reactants are: [Br:1][C:2]1[CH:7]=[CH:6][C:5]([S:8](Cl)(=[O:10])=[O:9])=[CH:4][CH:3]=1.CO.[NH3:14].